From a dataset of Full USPTO retrosynthesis dataset with 1.9M reactions from patents (1976-2016). Predict the reactants needed to synthesize the given product. (1) Given the product [O:8]1[C:12]2[CH:13]=[CH:14][CH:15]=[CH:16][C:11]=2[C:10]([NH:17][C:18]([N:20]2[CH2:25][CH2:24][N:23]([C:34]([O:36][CH2:37][CH:38]([CH3:40])[CH3:39])=[O:35])[CH2:22][CH2:21]2)=[O:19])=[N:9]1, predict the reactants needed to synthesize it. The reactants are: FC(F)(F)C(O)=O.[O:8]1[C:12]2[CH:13]=[CH:14][CH:15]=[CH:16][C:11]=2[C:10]([NH:17][C:18]([N:20]2[CH2:25][CH2:24][NH:23][CH2:22][CH2:21]2)=[O:19])=[N:9]1.C(N(CC)CC)C.Cl[C:34]([O:36][CH2:37][CH:38]([CH3:40])[CH3:39])=[O:35].O. (2) Given the product [Br:13][CH:9]([CH3:10])[C:8]([C:7]1[C:2]([CH3:1])=[N:3][C:4]([CH3:12])=[CH:5][CH:6]=1)=[O:11], predict the reactants needed to synthesize it. The reactants are: [CH3:1][C:2]1[C:7]([C:8](=[O:11])[CH2:9][CH3:10])=[CH:6][CH:5]=[C:4]([CH3:12])[N:3]=1.[BrH:13].BrBr. (3) Given the product [CH2:16]([N:19]([CH2:20][CH2:21][CH3:22])[C:5]([CH3:7])([CH3:6])[C:3]([C:8]1[CH:13]=[CH:12][C:11]([S:14][CH3:15])=[CH:10][CH:9]=1)=[O:4])[CH2:17][CH3:18], predict the reactants needed to synthesize it. The reactants are: CO[C:3]1([C:8]2[CH:13]=[CH:12][C:11]([S:14][CH3:15])=[CH:10][CH:9]=2)[C:5]([CH3:7])([CH3:6])[O:4]1.[CH2:16]([NH:19][CH2:20][CH2:21][CH3:22])[CH2:17][CH3:18].CSC1C=CC(C(C2(N3CCCC3)CCCCC2)=O)=CC=1. (4) Given the product [C:34]([C:38]1[CH:43]=[CH:42][C:41]([C:26]2[C:25]([CH3:31])=[CH:24][C:23]([O:22][CH:14]([C:11]3[CH:10]=[CH:9][C:8]([C:7]([NH:6][CH2:5][CH2:4][C:3]([OH:2])=[O:33])=[O:32])=[CH:13][CH:12]=3)[CH2:15][CH2:16][CH2:17][C:18]([F:19])([F:20])[F:21])=[CH:28][C:27]=2[CH3:29])=[CH:40][CH:39]=1)([CH3:37])([CH3:36])[CH3:35], predict the reactants needed to synthesize it. The reactants are: C[O:2][C:3](=[O:33])[CH2:4][CH2:5][NH:6][C:7](=[O:32])[C:8]1[CH:13]=[CH:12][C:11]([CH:14]([O:22][C:23]2[CH:28]=[C:27]([CH3:29])[C:26](Br)=[C:25]([CH3:31])[CH:24]=2)[CH2:15][CH2:16][CH2:17][C:18]([F:21])([F:20])[F:19])=[CH:10][CH:9]=1.[C:34]([C:38]1[CH:43]=[CH:42][C:41](B(O)O)=[CH:40][CH:39]=1)([CH3:37])([CH3:36])[CH3:35]. (5) Given the product [C:1]([N:4]1[CH2:8][CH2:7][N:6]([C:9]2[CH:14]=[C:13]([N:37]3[C@H:36]([CH3:35])[CH2:40][O:39][C:38]3=[O:41])[CH:12]=[CH:11][C:10]=2[C:16]([N:18]2[CH2:23][CH2:22][N:21]([C:24]3[C:29]([CH3:30])=[CH:28][C:27]([CH:31]4[CH2:33][CH2:32]4)=[CH:26][N:25]=3)[CH2:20][CH2:19]2)=[O:17])[C:5]1=[O:34])(=[O:3])[CH3:2], predict the reactants needed to synthesize it. The reactants are: [C:1]([N:4]1[CH2:8][CH2:7][N:6]([C:9]2[CH:14]=[C:13](Cl)[CH:12]=[CH:11][C:10]=2[C:16]([N:18]2[CH2:23][CH2:22][N:21]([C:24]3[C:29]([CH3:30])=[CH:28][C:27]([CH:31]4[CH2:33][CH2:32]4)=[CH:26][N:25]=3)[CH2:20][CH2:19]2)=[O:17])[C:5]1=[O:34])(=[O:3])[CH3:2].[CH3:35][C@@H:36]1[CH2:40][O:39][C:38](=[O:41])[NH:37]1.